Binary Classification. Given a drug SMILES string, predict its activity (active/inactive) in a high-throughput screening assay against a specified biological target. From a dataset of HIV replication inhibition screening data with 41,000+ compounds from the AIDS Antiviral Screen. (1) The drug is [CH2-][Pd-2]1([CH2-])[N+](c2ccc([N+](=O)[O-])cc2)=Cc2cccc[n+]21. The result is 0 (inactive). (2) The molecule is Nc1ccccc1SSc1ccccc1N. The result is 0 (inactive). (3) The compound is Cc1ccccc1SSc1ccccc1C. The result is 0 (inactive).